Dataset: Full USPTO retrosynthesis dataset with 1.9M reactions from patents (1976-2016). Task: Predict the reactants needed to synthesize the given product. (1) Given the product [Cl:15][C:12]1[CH:13]=[CH:14][C:9]([CH:8]2[C:4]3[C:1]([CH3:2])=[N:29][NH:28][C:5]=3[C:6](=[O:25])[N:7]2[CH2:16][C:17]2[CH:22]=[CH:21][C:20]([O:23][CH3:24])=[CH:19][CH:18]=2)=[CH:10][CH:11]=1, predict the reactants needed to synthesize it. The reactants are: [C:1]([C:4]1[CH:8]([C:9]2[CH:14]=[CH:13][C:12]([Cl:15])=[CH:11][CH:10]=2)[N:7]([CH2:16][C:17]2[CH:22]=[CH:21][C:20]([O:23][CH3:24])=[CH:19][CH:18]=2)[C:6](=[O:25])[C:5]=1O)(=O)[CH3:2].O.[NH2:28][NH2:29]. (2) Given the product [CH3:1][C:2]1[C:15]2[N:14]([CH2:16][CH2:17][CH2:18][NH2:19])[C:13]3[C:12](=[CH:11][CH:10]=[CH:9][CH:8]=3)[S:23](=[O:25])(=[O:22])[C:6]=2[CH:5]=[CH:4][C:3]=1[CH3:20], predict the reactants needed to synthesize it. The reactants are: [CH3:1][C:2]1[C:15]2[N:14]([CH2:16][CH2:17][CH2:18][NH2:19])[C:13]3[C:8](=[CH:9][CH:10]=[CH:11][CH:12]=3)S[C:6]=2[CH:5]=[CH:4][C:3]=1[CH3:20].O[O:22][S:23]([O-:25])=O.[K+]. (3) Given the product [C:20]([C:19]1[CH:22]=[C:15]([C:13]2[O:12][N:11]=[C:10]([C:6]3[CH:5]=[C:4]4[C:9](=[CH:8][CH:7]=3)[N:1]([CH2:28][C:29]([CH3:36])([CH3:35])[C:30]([O:32][CH2:33][CH3:34])=[O:31])[N:2]=[CH:3]4)[N:14]=2)[CH:16]=[CH:17][C:18]=1[O:23][CH:24]([CH3:26])[CH3:25])#[N:21], predict the reactants needed to synthesize it. The reactants are: [NH:1]1[C:9]2[C:4](=[CH:5][C:6]([C:10]3[N:14]=[C:13]([C:15]4[CH:16]=[CH:17][C:18]([O:23][CH:24]([CH3:26])[CH3:25])=[C:19]([CH:22]=4)[C:20]#[N:21])[O:12][N:11]=3)=[CH:7][CH:8]=2)[CH:3]=[N:2]1.Br[CH2:28][C:29]([CH3:36])([CH3:35])[C:30]([O:32][CH2:33][CH3:34])=[O:31].C([O-])([O-])=O.[Cs+].[Cs+]. (4) The reactants are: [CH3:1][O-:2].[Na+].[Br:4][C:5]1[CH:6]=[C:7](F)[CH:8]=[C:9]([Br:11])[CH:10]=1. Given the product [Br:4][C:5]1[CH:6]=[C:7]([O:2][CH3:1])[CH:8]=[C:9]([Br:11])[CH:10]=1, predict the reactants needed to synthesize it.